This data is from Reaction yield outcomes from USPTO patents with 853,638 reactions. The task is: Predict the reaction yield, written as a fraction of the theoretical maximum amount of product (1.0 means a 100% yield; for example, 0.34 means a 34% yield). (1) The reactants are [Br:1][C:2]1[N:3]=[C:4]([NH:15]CC2C=CC(OC)=CC=2OC)[C:5]([NH:8][CH2:9][C:10](OCC)=[O:11])=[N:6][CH:7]=1.CO.[C:29]([OH:35])([C:31]([F:34])([F:33])[F:32])=[O:30]. No catalyst specified. The yield is 0.960. The product is [F:32][C:31]([F:34])([F:33])[C:29]([OH:35])=[O:30].[Br:1][C:2]1[N:3]=[C:4]2[NH:15][C:10](=[O:11])[CH2:9][NH:8][C:5]2=[N:6][CH:7]=1. (2) The reactants are F[C:2]1[CH:7]=[CH:6][C:5]([N+:8]([O-:10])=[O:9])=[CH:4][CH:3]=1.[C:11]1([CH:17]2[CH2:22][CH2:21][NH:20][CH2:19][CH2:18]2)[CH:16]=[CH:15][CH:14]=[CH:13][CH:12]=1.C(=O)([O-])[O-].[K+].[K+].[Al]. The catalyst is O.CS(C)=O. The product is [N+:8]([C:5]1[CH:6]=[CH:7][C:2]([N:20]2[CH2:21][CH2:22][CH:17]([C:11]3[CH:16]=[CH:15][CH:14]=[CH:13][CH:12]=3)[CH2:18][CH2:19]2)=[CH:3][CH:4]=1)([O-:10])=[O:9]. The yield is 0.860. (3) The reactants are C1C2C(COC(=O)[NH:17][C@H:18]([C:30](=[O:40])[NH:31][C:32]3[CH:37]=[CH:36][C:35]([I:38])=[CH:34][C:33]=3[F:39])[CH2:19][C:20]3[CH:29]=[CH:28][C:27]4[C:22](=[CH:23][CH:24]=[CH:25][CH:26]=4)[CH:21]=3)C3C(=CC=CC=3)C=2C=CC=1.N1CCCCC1. The catalyst is ClCCl. The product is [NH2:17][C@@H:18]([CH2:19][C:20]1[CH:29]=[CH:28][C:27]2[C:22](=[CH:23][CH:24]=[CH:25][CH:26]=2)[CH:21]=1)[C:30]([NH:31][C:32]1[CH:37]=[CH:36][C:35]([I:38])=[CH:34][C:33]=1[F:39])=[O:40]. The yield is 0.560. (4) The reactants are [CH:1]1[C:14]2[C:5](=[CH:6][C:7]3[C:12]([C:13]=2[CH2:15][O:16][C:17](=[O:25])[NH:18][CH2:19][CH2:20][O:21][CH2:22][CH2:23][OH:24])=[CH:11][CH:10]=[CH:9][CH:8]=3)[CH:4]=[CH:3][CH:2]=1.[H-].[Na+].C1COCC1.[Cl:33][CH2:34][CH2:35][CH2:36][CH2:37]I. The catalyst is CCCCCCC.C(OCC)(=O)C. The product is [CH:11]1[C:12]2[C:7](=[CH:6][C:5]3[C:14]([C:13]=2[CH2:15][O:16][C:17](=[O:25])[NH:18][CH2:19][CH2:20][O:21][CH2:22][CH2:23][O:24][CH2:37][CH2:36][CH2:35][CH2:34][Cl:33])=[CH:1][CH:2]=[CH:3][CH:4]=3)[CH:8]=[CH:9][CH:10]=1. The yield is 0.320. (5) The reactants are C1C(=O)N([I:8])C(=O)C1.[C:9]([NH:12][C:13]1[N:18]2[C:19]3[N:25]=[CH:24][CH:23]=[C:22]([O:26][CH3:27])[C:20]=3[CH:21]=[C:17]2[CH:16]=[CH:15][N:14]=1)(=[O:11])[CH3:10]. The catalyst is C(Cl)Cl. The product is [C:9]([NH:12][C:13]1[N:18]2[C:19]3[N:25]=[CH:24][CH:23]=[C:22]([O:26][CH3:27])[C:20]=3[C:21]([I:8])=[C:17]2[CH:16]=[CH:15][N:14]=1)(=[O:11])[CH3:10]. The yield is 0.930. (6) The reactants are [CH3:1][O:2][C:3]1[CH:4]=[C:5]2[C:10](=[CH:11][C:12]=1[O:13][CH2:14][CH:15]1[CH2:20][CH2:19][N:18]([CH3:21])[CH2:17][CH2:16]1)[N:9]=[CH:8][NH:7][C:6]2=O.CN(C=O)C.S(Cl)([Cl:30])=O. No catalyst specified. The product is [Cl:30][C:6]1[C:5]2[C:10](=[CH:11][C:12]([O:13][CH2:14][CH:15]3[CH2:20][CH2:19][N:18]([CH3:21])[CH2:17][CH2:16]3)=[C:3]([O:2][CH3:1])[CH:4]=2)[N:9]=[CH:8][N:7]=1. The yield is 0.980. (7) The reactants are CC1(C)C2C(=C(P(C3C=CC=CC=3)C3C=CC=CC=3)C=CC=2)OC2C(P(C3C=CC=CC=3)C3C=CC=CC=3)=CC=CC1=2.CC(C)([O-])C.[Na+].Br[C:50]1[CH:51]=[N:52][C:53]2[C:58]([CH:59]=1)=[N:57][CH:56]=[CH:55][C:54]=2[Cl:60].[NH:61]1[CH2:66][CH2:65][O:64][CH2:63][CH2:62]1. The catalyst is ClCCl.C1C=CC(/C=C/C(/C=C/C2C=CC=CC=2)=O)=CC=1.C1C=CC(/C=C/C(/C=C/C2C=CC=CC=2)=O)=CC=1.C1C=CC(/C=C/C(/C=C/C2C=CC=CC=2)=O)=CC=1.[Pd].[Pd].C1(C)C=CC=CC=1. The product is [Cl:60][C:54]1[CH:55]=[CH:56][N:57]=[C:58]2[C:53]=1[N:52]=[CH:51][C:50]([N:61]1[CH2:66][CH2:65][O:64][CH2:63][CH2:62]1)=[CH:59]2. The yield is 0.320.